From a dataset of Reaction yield outcomes from USPTO patents with 853,638 reactions. Predict the reaction yield, written as a fraction of the theoretical maximum amount of product (1.0 means a 100% yield; for example, 0.34 means a 34% yield). (1) The reactants are [Br:1][C:2]1[CH:7]=[CH:6][C:5]([Cl:8])=[C:4]([CH2:9][C:10]2[CH:15]=[CH:14][C:13]([O:16]CC)=[CH:12][CH:11]=2)[CH:3]=1.B(Br)(Br)Br. The catalyst is ClCCl. The product is [Br:1][C:2]1[CH:7]=[CH:6][C:5]([Cl:8])=[C:4]([CH:3]=1)[CH2:9][C:10]1[CH:15]=[CH:14][C:13]([OH:16])=[CH:12][CH:11]=1. The yield is 0.680. (2) The reactants are C[C:2]1[CH:7]=[CH:6][CH:5]=[CH:4][C:3]=1[S:8]([N:11]1[C:19]2[C:14](=[C:15]([CH:20]=[CH2:21])[CH:16]=[CH:17][CH:18]=2)[CH:13]=[CH:12]1)(=[O:10])=[O:9].BrC1C=CC=C2C=1C=CN2S(C1C=CC=C([C:41]([F:44])([F:43])[F:42])C=1)(=O)=O.C([Sn](CCCC)(CCCC)C=C)CCC. No catalyst specified. The product is [F:42][C:41]([F:44])([F:43])[C:5]1[CH:4]=[C:3]([S:8]([N:11]2[C:19]3[C:14](=[C:15]([CH:20]=[CH2:21])[CH:16]=[CH:17][CH:18]=3)[CH:13]=[CH:12]2)(=[O:10])=[O:9])[CH:2]=[CH:7][CH:6]=1. The yield is 0.800.